From a dataset of Full USPTO retrosynthesis dataset with 1.9M reactions from patents (1976-2016). Predict the reactants needed to synthesize the given product. (1) The reactants are: [Cl:1][C:2]1[S:6][C:5]2[C:7]3([O:13][CH2:14][C:15]([F:17])([F:16])[C:4]=2[CH:3]=1)[CH2:12][CH2:11][NH:10][CH2:9][CH2:8]3.[F:18][C:19]1[CH:24]=[CH:23][CH:22]=[C:21]([N+:25]([O-:27])=[O:26])[C:20]=1[N:28]1[CH:32]=[C:31]([CH:33]=O)[C:30]([CH3:35])=[N:29]1.N1C=CC=N1.C(O[BH-](OC(=O)C)OC(=O)C)(=O)C.[Na+]. Given the product [Cl:1][C:2]1[S:6][C:5]2[C:7]3([O:13][CH2:14][C:15]([F:16])([F:17])[C:4]=2[CH:3]=1)[CH2:8][CH2:9][N:10]([CH2:33][C:31]1[C:30]([CH3:35])=[N:29][N:28]([C:20]2[C:21]([N+:25]([O-:27])=[O:26])=[CH:22][CH:23]=[CH:24][C:19]=2[F:18])[CH:32]=1)[CH2:11][CH2:12]3, predict the reactants needed to synthesize it. (2) Given the product [Cl:26][C:21]1[CH:22]=[N:23][CH:24]=[CH:25][C:20]=1[NH:19][C:16]([C:14]1[S:15][C:11]([C:3]2[C:2]([CH3:1])=[C:6]([C:7]([F:8])([F:9])[F:10])[O:5][N:4]=2)=[CH:12][CH:13]=1)=[O:18], predict the reactants needed to synthesize it. The reactants are: [CH3:1][C:2]1[C:3]([C:11]2[S:15][C:14]([C:16]([OH:18])=O)=[CH:13][CH:12]=2)=[N:4][O:5][C:6]=1[C:7]([F:10])([F:9])[F:8].[NH2:19][C:20]1[CH:25]=[CH:24][N:23]=[CH:22][C:21]=1[Cl:26].C1COCC1.C(N(CC)CC)C. (3) The reactants are: [NH2:1][C:2]1[CH:23]=[CH:22][CH:21]=[CH:20][C:3]=1[CH2:4][NH:5][CH2:6][CH:7]1[CH2:12][CH2:11][N:10]([C:13]([O:15][C:16]([CH3:19])([CH3:18])[CH3:17])=[O:14])[CH2:9][CH2:8]1.[CH2:24](N(CC)CC)C.[OH2:31]. Given the product [O:31]=[C:24]1[N:5]([CH2:6][CH:7]2[CH2:8][CH2:9][N:10]([C:13]([O:15][C:16]([CH3:18])([CH3:19])[CH3:17])=[O:14])[CH2:11][CH2:12]2)[CH2:4][C:3]2[C:2](=[CH:23][CH:22]=[CH:21][CH:20]=2)[NH:1]1, predict the reactants needed to synthesize it. (4) Given the product [CH2:16]([C:18]1[N:19]([CH3:43])[C:20]2[C:25]([N:26]=1)=[C:24]([N:27]1[CH2:32][CH2:31][O:30][CH2:29][CH2:28]1)[N:23]=[C:22]([S:33][CH2:34][C:35]1[CH:40]=[CH:39][C:38]([O:41][CH3:42])=[C:37]([N+:44]([O-:46])=[O:45])[CH:36]=1)[N:21]=2)[CH3:17], predict the reactants needed to synthesize it. The reactants are: FC(F)(F)C(O)=O.C1(OC)C=CC=CC=1.[CH2:16]([C:18]1[N:19]([CH3:43])[C:20]2[C:25]([N:26]=1)=[C:24]([N:27]1[CH2:32][CH2:31][O:30][CH2:29][CH2:28]1)[N:23]=[C:22]([S:33][CH2:34][C:35]1[CH:40]=[CH:39][C:38]([O:41][CH3:42])=[CH:37][CH:36]=1)[N:21]=2)[CH3:17].[N+:44](C1C=C(C=CC=1OC)CBr)([O-:46])=[O:45]. (5) Given the product [ClH:43].[CH:35]1([NH:38][CH:16]2[CH2:24][CH2:23][C:22]3[C:18](=[CH:19][N:20]([C:25]([O:27][CH2:28][C:29]4[CH:34]=[CH:33][CH:32]=[CH:31][CH:30]=4)=[O:26])[N:21]=3)[CH2:17]2)[CH2:37][CH2:36]1, predict the reactants needed to synthesize it. The reactants are: C(O[BH-](OC(=O)C)OC(=O)C)(=O)C.[Na+].O=[C:16]1[CH2:24][CH2:23][C:22]2[C:18](=[CH:19][N:20]([C:25]([O:27][CH2:28][C:29]3[CH:34]=[CH:33][CH:32]=[CH:31][CH:30]=3)=[O:26])[N:21]=2)[CH2:17]1.[CH:35]1([NH2:38])[CH2:37][CH2:36]1.C(=O)(O)[O-].[Cl:43]CCCl. (6) Given the product [Cl:27][C:23]1[CH:22]=[C:21]([C:5]2[N:6]=[C:7]([N:9]3[C:13]4[CH:14]=[C:15]([C:18]([N:32]5[CH2:33][CH2:34][N:29]([CH3:28])[CH2:30][CH2:31]5)=[O:20])[CH:16]=[CH:17][C:12]=4[N:11]=[CH:10]3)[S:8][C:4]=2[C:1]([NH2:2])=[O:3])[CH:26]=[CH:25][CH:24]=1, predict the reactants needed to synthesize it. The reactants are: [C:1]([C:4]1[S:8][C:7]([N:9]2[C:13]3[CH:14]=[C:15]([C:18]([OH:20])=O)[CH:16]=[CH:17][C:12]=3[N:11]=[CH:10]2)=[N:6][C:5]=1[C:21]1[CH:26]=[CH:25][CH:24]=[C:23]([Cl:27])[CH:22]=1)(=[O:3])[NH2:2].[CH3:28][N:29]1[CH2:34][CH2:33][NH:32][CH2:31][CH2:30]1.CN(C(N(C)C)=[N+]1C2C(=NC=CC=2)N=N1)C.F[P-](F)(F)(F)(F)F.Cl.